Dataset: Full USPTO retrosynthesis dataset with 1.9M reactions from patents (1976-2016). Task: Predict the reactants needed to synthesize the given product. (1) Given the product [CH3:24][C@H:4]1[O:3][C@@H:2]([CH3:1])[CH2:7][N:6]([C:8]2[C:15]([F:16])=[C:14]([F:17])[C:13]([C:18]#[CH:19])=[CH:12][C:9]=2[CH:10]=[O:11])[CH2:5]1, predict the reactants needed to synthesize it. The reactants are: [CH3:1][C@@H:2]1[CH2:7][N:6]([C:8]2[C:15]([F:16])=[C:14]([F:17])[C:13]([C:18]#[C:19][Si](C)(C)C)=[CH:12][C:9]=2[CH:10]=[O:11])[CH2:5][C@H:4]([CH3:24])[O:3]1.[F-].[K+]. (2) Given the product [CH:15]1([N:21]2[CH2:26][CH2:25][N:24]([CH2:2][CH2:3][CH2:4][CH2:5][N:6]3[C:10]4[CH:11]=[CH:12][CH:13]=[CH:14][C:9]=4[N:8]=[N:7]3)[CH2:23][CH2:22]2)[CH2:20][CH2:19][CH2:18][CH2:17][CH2:16]1, predict the reactants needed to synthesize it. The reactants are: Cl[CH2:2][CH2:3][CH2:4][CH2:5][N:6]1[C:10]2[CH:11]=[CH:12][CH:13]=[CH:14][C:9]=2[N:8]=[N:7]1.[CH:15]1([N:21]2[CH2:26][CH2:25][NH:24][CH2:23][CH2:22]2)[CH2:20][CH2:19][CH2:18][CH2:17][CH2:16]1.C(N(C(C)C)CC)(C)C.[I-].[K+].